This data is from Experimentally validated miRNA-target interactions with 360,000+ pairs, plus equal number of negative samples. The task is: Binary Classification. Given a miRNA mature sequence and a target amino acid sequence, predict their likelihood of interaction. (1) The miRNA is mmu-miR-7648-5p with sequence CCGCGUUCCGGGCUCGGCGC. The protein sequence of the target gene is MAFLKLRDQPSLVQAIFNGDPDEVRALIFKKEDVNFQDNEKRTPLHAAAYLGDAEIIELLILSGARVNAKDSKWLTPLHRAVASCSEEAVQVLLKHSADVNARDKNWQTPLHIAAANKAVKCAEALVPLLSNVNVSDRAGRTALHHAAFSGHGEMVKLLLSRGANINAFDKKDRRAIHWAAYMGHIEVVKLLVSHGAEVTCKDKKSYTPLHAAASSGMISVVKYLLDLGVDMNEPNAYGNTPLHVACYNGQDVVVNELIDCGAIVNQKNEKGFTPLHFAAASTHGALCLELLVGNGADVN.... Result: 0 (no interaction). (2) The miRNA is mmu-miR-186-5p with sequence CAAAGAAUUCUCCUUUUGGGCU. The protein sequence of the target gene is MSDGTASARSSSPLDRDPAFRVITVTKETGLGLKILGGINRNEGPLVYIHEVIPGGDCYKDGRLKPGDQLVSINKESMIGVSFEEAKSIITRAKLRSESPWEIAFIRQKSYCGHPGNICCPSPQVSEDCGPQTSTFTLLSSPSETLLPKTSSTPQTQDSTFPSCKAIQTKPEHDKTEHSPITSLDNSPADTSNADIAPAWTDDDSGPQGKISLNPSVRLKAEKLEMALNYLGIQPTKEQREALREQVQADSKGTVSFGDFVQVARSLFCLQLDEVNVGVHEIPSILDSQLLPCDSLEADE.... Result: 1 (interaction). (3) The protein sequence of the target gene is MSGEQQLDADLGSGVEVEEFSWEDYLEETGSTTVPYASFKHVDIRLQNGFAPGMKLEVALKNDPETYWVATIITACEQLLLLRYEGYGEDRKADFWCDIRKAGLYPIGWCQQNKKTLEAPEGIRDKVSDWNAFLQQTLIGACGPPVSLLEGLRNGRNPLDLIAPGSKLECQDFRDSLSTWLVTVVENIGGRLKLRYEGLESRDGFEHWLYYLDPFLHHIGWAAQQGCDLQPPLAIKHLKSEADWQEILAKVKEEEPLPSYLFKDKQVIGTHEFSINMKLEAVDPWSPFGISPATIAKVFD.... Result: 1 (interaction). The miRNA is mmu-miR-324-3p with sequence CCACUGCCCCAGGUGCUGCU. (4) The miRNA is mmu-miR-679-3p with sequence AGCAAGGUCCUCCUCACAGUAG. Result: 0 (no interaction). The protein sequence of the target gene is MVSKLSQLQTELLAALLESGLSKEALIQALGEPGPYLMVGEGPLDKGESCGGSRGDLTELPNGLGETRGSEDDTDDDGEDFAPPILKELENLSPEEAAHQKAVVESLLQEDPWRVAKMVKSYLQQHNIPQREVVDTTGLNQSHLSQHLNKGTPMKTQKRAALYTWYVRKQREVAQQFTHAGQGGLIEEPTGDELPTKKGRRNRFKWGPASQQILFQAYERQKNPSKEERETLVEECNRAECIQRGVSPSQAQGLGSNLVTEVRVYNWFANRRKEEAFRHKLAMDTYNGPPPGPGPGPALP.... (5) Result: 0 (no interaction). The miRNA is hsa-miR-4440 with sequence UGUCGUGGGGCUUGCUGGCUUG. The protein sequence of the target gene is MEFGLLGEAEARSPALSLSDAGTPHPPLPEHGCKGQEHSDSEKASASLPGGSPEDGSLKKKQRRQRTHFTSQQLQELEATFQRNRYPDMSTREEIAVWTNLTEARVRVWFKNRRAKWRKRERSQQAELCKGGFAAPLGGLVPPYEEVYPGYSYGNWPPKALAPPLAAKTFPFAFNSVNVGPLASQPVFSPPSSIAASMVPSAAAAPGTVPGPGALQGLGGAPPGLAPAAVSSGAVSCPYASAAAAAAAAASSPYVYRDPCNSSLASLRLKAKQHASFSYPAVPGPPPAANLSPCQYAVER....